From a dataset of Full USPTO retrosynthesis dataset with 1.9M reactions from patents (1976-2016). Predict the reactants needed to synthesize the given product. (1) Given the product [CH3:11][O:7][C:6](=[O:8])[C:5]1[CH:9]=[CH:10][C:2]([I:1])=[CH:3][CH:4]=1, predict the reactants needed to synthesize it. The reactants are: [I:1][C:2]1[CH:10]=[CH:9][C:5]([C:6]([OH:8])=[O:7])=[CH:4][CH:3]=1.[C:11](=O)([O-])[O-].[K+].[K+].IC. (2) The reactants are: [O:1]1[CH2:3][C@@H:2]1[CH2:4][O:5][C:6]1[CH:7]=[C:8]([C:12]2[C:20]3[C:15](=[N:16][CH:17]=[CH:18][CH:19]=3)[O:14][N:13]=2)[CH:9]=[CH:10][CH:11]=1.[N:21]1([C:27]2[N:32]=[CH:31][CH:30]=[CH:29][N:28]=2)[CH2:26][CH2:25][NH:24][CH2:23][CH2:22]1. Given the product [O:14]1[C:15]2=[N:16][CH:17]=[CH:18][CH:19]=[C:20]2[C:12]([C:8]2[CH:7]=[C:6]([CH:11]=[CH:10][CH:9]=2)[O:5][CH2:4][C@H:2]([OH:1])[CH2:3][N:24]2[CH2:25][CH2:26][N:21]([C:27]3[N:28]=[CH:29][CH:30]=[CH:31][N:32]=3)[CH2:22][CH2:23]2)=[N:13]1, predict the reactants needed to synthesize it. (3) Given the product [NH2:18][C:16]1[NH:15][N:14]=[C:13]([NH:12][C:5]2[CH:6]=[C:7]([C:8]([F:11])([F:10])[F:9])[C:2]([C:31]3[CH:32]=[CH:33][C:28]([S:25]([NH:24][CH:22]4[CH2:23][O:20][CH2:21]4)(=[O:27])=[O:26])=[CH:29][CH:30]=3)=[C:3]([Cl:19])[CH:4]=2)[N:17]=1, predict the reactants needed to synthesize it. The reactants are: Br[C:2]1[C:7]([C:8]([F:11])([F:10])[F:9])=[CH:6][C:5]([NH:12][C:13]2[N:17]=[C:16]([NH2:18])[NH:15][N:14]=2)=[CH:4][C:3]=1[Cl:19].[O:20]1[CH2:23][CH:22]([NH:24][S:25]([C:28]2[CH:33]=[CH:32][C:31](B3OC(C)(C)C(C)(C)O3)=[CH:30][CH:29]=2)(=[O:27])=[O:26])[CH2:21]1.C(=O)([O-])[O-].[Na+].[Na+].O. (4) Given the product [CH3:1][C:2]1[C:6]2[C:15](=[O:17])[C:9]([C:10]([O:12][CH2:13][CH3:14])=[O:11])=[CH:8][NH:7][C:5]=2[S:4][N:3]=1, predict the reactants needed to synthesize it. The reactants are: [CH3:1][C:2]1[CH:6]=[C:5]([NH:7][CH:8]=[C:9]([C:15]([O:17]CC)=O)[C:10]([O:12][CH2:13][CH3:14])=[O:11])[S:4][N:3]=1. (5) Given the product [C:27]([O:26][C:24](=[O:25])[NH:23][CH:14]([CH2:15][N:16]1[CH2:17][CH2:18][C:19](=[O:22])[CH2:20][CH2:21]1)[C:13]([N:10]1[CH2:11][CH2:12][CH:7]([N:1]2[CH2:6][CH2:5][CH2:4][CH2:3][CH2:2]2)[CH2:8][CH2:9]1)=[O:38])([CH3:30])([CH3:28])[CH3:29], predict the reactants needed to synthesize it. The reactants are: [N:1]1([CH:7]2[CH2:12][CH2:11][N:10]([C:13](=[O:38])[CH:14]([N:23](C(OC(C)(C)C)=O)[C:24]([O:26][C:27]([CH3:30])([CH3:29])[CH3:28])=[O:25])[CH2:15][N:16]3[CH2:21][CH2:20][CH:19]([OH:22])[CH2:18][CH2:17]3)[CH2:9][CH2:8]2)[CH2:6][CH2:5][CH2:4][CH2:3][CH2:2]1.CC(OI1(OC(C)=O)(OC(C)=O)OC(=O)C2C=CC=CC1=2)=O. (6) Given the product [C:7]1([N:1]2[CH:5]=[CH:4][N:3]=[CH:2]2)[CH:12]=[CH:11][CH:10]=[CH:9][CH:8]=1, predict the reactants needed to synthesize it. The reactants are: [NH:1]1[CH:5]=[CH:4][N:3]=[CH:2]1.I[C:7]1[CH:12]=[CH:11][CH:10]=[CH:9][CH:8]=1.